From a dataset of Peptide-MHC class I binding affinity with 185,985 pairs from IEDB/IMGT. Regression. Given a peptide amino acid sequence and an MHC pseudo amino acid sequence, predict their binding affinity value. This is MHC class I binding data. (1) The peptide sequence is YTVKFPNL. The MHC is H-2-Kb with pseudo-sequence H-2-Kb. The binding affinity (normalized) is 0.733. (2) The peptide sequence is AQIDNYNKF. The MHC is HLA-B54:01 with pseudo-sequence HLA-B54:01. The binding affinity (normalized) is 0. (3) The MHC is HLA-B18:01 with pseudo-sequence HLA-B18:01. The peptide sequence is FGKWRPVQL. The binding affinity (normalized) is 0.0847. (4) The peptide sequence is SGPSNTYPEI. The MHC is HLA-A23:01 with pseudo-sequence HLA-A23:01. The binding affinity (normalized) is 0.104.